The task is: Predict the reactants needed to synthesize the given product.. This data is from Full USPTO retrosynthesis dataset with 1.9M reactions from patents (1976-2016). (1) Given the product [CH2:1]([O:8][C:9]1[CH:18]=[CH:17][C:16]([CH3:19])=[C:15]2[C:10]=1[CH2:11][CH2:12][CH2:13][CH:14]2[C:20]([N:22]([C:29]1[CH:30]=[N:31][C:32]([CH:35]([CH3:37])[CH3:36])=[CH:33][CH:34]=1)[CH2:23][C:24]1[CH:25]=[N:26][N:27]([CH2:40][C:41]2[CH:46]=[C:45]([CH3:47])[CH:44]=[CH:43][N:42]=2)[CH:28]=1)=[O:21])[C:2]1[CH:3]=[CH:4][CH:5]=[CH:6][CH:7]=1, predict the reactants needed to synthesize it. The reactants are: [CH2:1]([O:8][C:9]1[CH:18]=[CH:17][C:16]([CH3:19])=[C:15]2[C:10]=1[CH2:11][CH2:12][CH2:13][CH:14]2[C:20]([N:22]([C:29]1[CH:30]=[N:31][C:32]([CH:35]([CH3:37])[CH3:36])=[CH:33][CH:34]=1)[CH2:23][C:24]1[CH:25]=[N:26][NH:27][CH:28]=1)=[O:21])[C:2]1[CH:7]=[CH:6][CH:5]=[CH:4][CH:3]=1.Cl.Cl[CH2:40][C:41]1[CH:46]=[C:45]([CH3:47])[CH:44]=[CH:43][N:42]=1. (2) The reactants are: [CH:1]([C:3]1[CH:12]=[CH:11][C:6]([C:7]([O:9][CH3:10])=[O:8])=[CH:5][CH:4]=1)=O.[NH2:13][CH2:14][CH2:15][C:16]1[C:24]2[C:19](=[CH:20][CH:21]=[CH:22][CH:23]=2)[NH:18][CH:17]=1.[F:25][C:26]1[CH:27]=[C:28]([C:32](=[O:41])/[CH:33]=[C:34](\[OH:40])/[C:35](OCC)=[O:36])[CH:29]=[CH:30][CH:31]=1. Given the product [NH:18]1[C:19]2[C:24](=[CH:23][CH:22]=[CH:21][CH:20]=2)[C:16]([CH2:15][CH2:14][N:13]2[C:35](=[O:36])[C:34]([OH:40])=[C:33]([C:32](=[O:41])[C:28]3[CH:29]=[CH:30][CH:31]=[C:26]([F:25])[CH:27]=3)[CH:1]2[C:3]2[CH:12]=[CH:11][C:6]([C:7]([O:9][CH3:10])=[O:8])=[CH:5][CH:4]=2)=[CH:17]1, predict the reactants needed to synthesize it. (3) Given the product [CH3:1][Si:2]([CH3:52])([CH3:51])[CH2:3][CH2:4][O:5][CH2:6][N:7]([CH2:43][O:44][CH2:45][CH2:46][Si:47]([CH3:50])([CH3:49])[CH3:48])[C:8]1[N:13]2[N:14]=[CH:15][C:16]([C:17]3[CH:18]=[N:19][C:20]([C:23]([OH:26])([CH3:25])[CH3:24])=[CH:21][CH:22]=3)=[C:12]2[N:11]=[C:10]([CH:27]2[CH2:33][CH:32]3[N:34]([C:35]([O:37][C:38]([CH3:41])([CH3:40])[CH3:39])=[O:36])[CH:29]([CH2:30][CH2:31]3)[CH2:28]2)[C:9]=1[C:58]([O:60][CH2:61][CH3:62])=[CH2:59], predict the reactants needed to synthesize it. The reactants are: [CH3:1][Si:2]([CH3:52])([CH3:51])[CH2:3][CH2:4][O:5][CH2:6][N:7]([CH2:43][O:44][CH2:45][CH2:46][Si:47]([CH3:50])([CH3:49])[CH3:48])[C:8]1[N:13]2[N:14]=[CH:15][C:16]([C:17]3[CH:18]=[N:19][C:20]([C:23]([OH:26])([CH3:25])[CH3:24])=[CH:21][CH:22]=3)=[C:12]2[N:11]=[C:10]([CH:27]2[CH2:33][CH:32]3[N:34]([C:35]([O:37][C:38]([CH3:41])([CH3:40])[CH3:39])=[O:36])[CH:29]([CH2:30][CH2:31]3)[CH2:28]2)[C:9]=1Br.C([Sn](CCCC)(CCCC)[C:58]([O:60][CH2:61][CH3:62])=[CH2:59])CCC. (4) Given the product [CH3:1][O:2][C:3]([C:4]1[CH:9]=[C:8]2[C:7](=[CH:6][CH:5]=1)[NH:10][C:11]([CH2:29][OH:30])=[CH:12]2)=[O:18], predict the reactants needed to synthesize it. The reactants are: [CH3:1][O:2][C:3](=[O:18])[C:4]1[CH:9]=[CH:8][C:7]([NH:10][C:11](=O)[C:12](F)(F)F)=[C:6](I)[CH:5]=1.C(N(CC)CC)C.CN([CH:29]=[O:30])C. (5) Given the product [Cl:31][C:12]1[CH:11]=[C:10]([C:7]2[CH:8]=[CH:9][C:4]([C:3]([OH:32])=[O:2])=[CH:5][N:6]=2)[CH:15]=[CH:14][C:13]=1[CH:16]([CH3:30])[C:17]([OH:29])([C:22]1[CH:27]=[CH:26][N:25]=[C:24]([CH3:28])[CH:23]=1)[C:18]([F:20])([F:19])[F:21], predict the reactants needed to synthesize it. The reactants are: C[O:2][C:3](=[O:32])[C:4]1[CH:9]=[CH:8][C:7]([C:10]2[CH:15]=[CH:14][C:13]([CH:16]([CH3:30])[C:17]([OH:29])([C:22]3[CH:27]=[CH:26][N:25]=[C:24]([CH3:28])[CH:23]=3)[C:18]([F:21])([F:20])[F:19])=[C:12]([Cl:31])[CH:11]=2)=[N:6][CH:5]=1.[Li+].[OH-].CO. (6) Given the product [CH3:5][C:4]1[N:1]=[C:16]2[C:17]([CH2:21][OH:22])=[CH:18][CH:19]=[CH:20][N:15]2[N:14]=1, predict the reactants needed to synthesize it. The reactants are: [N+:1]([C:4]1C=C([N+]([O-])=O)C=C[C:5]=1[O-])([O-])=O.[NH2:14][N+:15]1[CH:20]=[CH:19][CH:18]=[C:17]([CH2:21][OH:22])[CH:16]=1.[OH-].[Na+].